Dataset: Reaction yield outcomes from USPTO patents with 853,638 reactions. Task: Predict the reaction yield, written as a fraction of the theoretical maximum amount of product (1.0 means a 100% yield; for example, 0.34 means a 34% yield). (1) The reactants are [Cl:1][C:2]1[CH:9]=[C:8]([O:10][CH2:11][CH2:12][CH2:13][N:14]2[CH2:19][CH2:18][N:17]([CH3:20])[CH2:16][CH2:15]2)[CH:7]=[CH:6][C:3]=1[CH:4]=O.[F:21][C:22]([F:33])([F:32])[O:23][C:24]1[CH:25]=[C:26]([NH2:31])[C:27]([NH2:30])=[CH:28][CH:29]=1. No catalyst specified. The product is [Cl:1][C:2]1[CH:9]=[C:8]([O:10][CH2:11][CH2:12][CH2:13][N:14]2[CH2:19][CH2:18][N:17]([CH3:20])[CH2:16][CH2:15]2)[CH:7]=[CH:6][C:3]=1[C:4]1[NH:30][C:27]2[CH:28]=[CH:29][C:24]([O:23][C:22]([F:21])([F:32])[F:33])=[CH:25][C:26]=2[N:31]=1. The yield is 0.230. (2) The reactants are [CH3:1][O:2][C:3]1[C@@:4]2([CH2:25][CH:26]=[C:27]([CH3:29])[CH3:28])[CH2:10][CH:8]3[O:9][C@@:5]2([O:23][CH3:24])[C@H:6]([C:20](=[O:22])[CH:21]=1)[C@@:7]3([CH2:12][CH2:13][CH2:14][C:15](OC)([CH3:17])[CH3:16])[CH3:11].[Br:30]B(C)C.[C:34]([O-:37])(O)=O.[Na+]. The catalyst is CCOC(C)=O.CCCCCC.CO.CCN(CC)CC.C(Cl)Cl. The product is [Br:30][C:15]([CH3:17])([CH3:16])[CH2:14][CH2:13][CH2:12][C@@:7]1([CH3:11])[C@@H:6]2[C:5]([O:37][CH3:34])([O:23][CH3:24])[C@@:4]([CH2:25][CH:26]=[C:27]([CH3:28])[CH3:29])([C:3]([O:2][CH3:1])=[CH:21][C:20]2=[O:22])[CH2:10][C@@H:8]1[OH:9]. The yield is 0.470.